This data is from Retrosynthesis with 50K atom-mapped reactions and 10 reaction types from USPTO. The task is: Predict the reactants needed to synthesize the given product. (1) Given the product CC(C)(C)OC(=O)NC1CNC1, predict the reactants needed to synthesize it. The reactants are: CC(C)(C)OC(=O)NC1CN(C(c2ccccc2)c2ccccc2)C1. (2) Given the product Cc1ccc(COc2cc(F)ccc2-c2ncnc(Nc3cccc(CS(C)(=O)=O)c3)n2)cc1, predict the reactants needed to synthesize it. The reactants are: CS(=O)(=O)Cc1cccc(Nc2ncnc(-c3ccc(F)cc3F)n2)c1.Cc1ccc(CO)cc1. (3) Given the product CC(c1ccc(-c2ccc(C(=O)O)cc2)cc1Cl)C(O)(c1ccc2c(c1)N(C)C(=O)CO2)C(F)(F)F, predict the reactants needed to synthesize it. The reactants are: CC(c1ccc(Br)cc1Cl)C(O)(c1ccc2c(c1)N(C)C(=O)CO2)C(F)(F)F.O=C(O)c1ccc(B(O)O)cc1. (4) Given the product Cc1cncc(NC(=O)CBr)n1, predict the reactants needed to synthesize it. The reactants are: Cc1cncc(N)n1.O=C(Br)CBr. (5) Given the product CCCC[C@@H](/C=C(\C)C(=O)OCC)NC, predict the reactants needed to synthesize it. The reactants are: CCCC[C@@H](/C=C(\C)C(=O)OCC)N(C)C(=O)OC(C)(C)C.